This data is from Catalyst prediction with 721,799 reactions and 888 catalyst types from USPTO. The task is: Predict which catalyst facilitates the given reaction. Reactant: [S:1]1[CH:5]=[C:4]([NH:6][C:7](=[O:13])[O:8][C:9]([CH3:12])([CH3:11])[CH3:10])[N:3]=[CH:2]1.C[Si](C)(C)[N-][Si](C)(C)C.[Li+].[F:24][C:25]1[CH:30]=[C:29]([F:31])[C:28]([F:32])=[CH:27][C:26]=1[S:33](Cl)(=[O:35])=[O:34]. Product: [S:1]1[CH:5]=[C:4]([N:6]([S:33]([C:26]2[CH:27]=[C:28]([F:32])[C:29]([F:31])=[CH:30][C:25]=2[F:24])(=[O:35])=[O:34])[C:7](=[O:13])[O:8][C:9]([CH3:10])([CH3:12])[CH3:11])[N:3]=[CH:2]1. The catalyst class is: 7.